Predict the product of the given reaction. From a dataset of Forward reaction prediction with 1.9M reactions from USPTO patents (1976-2016). (1) Given the reactants [C:1]1([CH2:7][CH2:8][CH2:9][CH2:10][C:11]([NH:13][C:14]2[CH:23]=[CH:22][C:17]([C:18]([NH:20][NH2:21])=[O:19])=[CH:16][CH:15]=2)=[O:12])[CH:6]=[CH:5][CH:4]=[CH:3][CH:2]=1.[Cl:24][C:25]1[CH:26]=[C:27]([N:32]=[C:33]=[S:34])[CH:28]=[CH:29][C:30]=1[Cl:31], predict the reaction product. The product is: [C:1]1([CH2:7][CH2:8][CH2:9][CH2:10][C:11]([NH:13][C:14]2[CH:15]=[CH:16][C:17]([C:18]([NH:20][NH:21][C:33]([NH:32][C:27]3[CH:28]=[CH:29][C:30]([Cl:31])=[C:25]([Cl:24])[CH:26]=3)=[S:34])=[O:19])=[CH:22][CH:23]=2)=[O:12])[CH:6]=[CH:5][CH:4]=[CH:3][CH:2]=1. (2) Given the reactants [CH3:1][C:2]1[CH:7]=[CH:6][C:5]([C:8]2[C:9]([C:14]([NH2:16])=[O:15])=[CH:10][CH:11]=[CH:12][CH:13]=2)=[CH:4][CH:3]=1.C1C(=O)N([Br:24])C(=O)C1.CC(N=NC(C#N)(C)C)(C#N)C, predict the reaction product. The product is: [Br:24][CH2:1][C:2]1[CH:7]=[CH:6][C:5]([C:8]2[C:9]([C:14]([NH2:16])=[O:15])=[CH:10][CH:11]=[CH:12][CH:13]=2)=[CH:4][CH:3]=1.